Task: Predict which catalyst facilitates the given reaction.. Dataset: Catalyst prediction with 721,799 reactions and 888 catalyst types from USPTO (1) Reactant: [CH2:1]([S:3][C:4]1[CH:5]=[C:6]([C:26]([OH:28])=O)[C:7]2[NH:11][C:10]([NH:12][C:13]([C:15]3[N:16]=[CH:17][C:18]4[C:23]([CH:24]=3)=[CH:22][CH:21]=[CH:20][CH:19]=4)=[O:14])=[N:9][C:8]=2[CH:25]=1)[CH3:2].CN(C(ON1N=NC2C=CC=CC1=2)=[N+](C)C)C.F[P-](F)(F)(F)(F)F.CCN(C(C)C)C(C)C.S(O)(O)(=O)=O.[NH2:67][C:68]1[NH:69][CH:70]=[CH:71][N:72]=1. Product: [CH2:1]([S:3][C:4]1[CH:5]=[C:6]([C:26](=[O:28])[NH:67][C:68]2[NH:69][CH:70]=[CH:71][N:72]=2)[C:7]2[NH:11][C:10]([NH:12][C:13]([C:15]3[N:16]=[CH:17][C:18]4[C:23]([CH:24]=3)=[CH:22][CH:21]=[CH:20][CH:19]=4)=[O:14])=[N:9][C:8]=2[CH:25]=1)[CH3:2]. The catalyst class is: 163. (2) Reactant: Br[CH2:2][CH2:3][CH2:4][CH2:5][CH2:6][O:7][C:8]1[CH:13]=[CH:12][C:11]([OH:14])=[CH:10][CH:9]=1.[CH3:15][NH:16][C:17]1[CH:22]=[CH:21][CH:20]=[CH:19][CH:18]=1.C(N(C(C)C)CC)(C)C. Product: [CH3:15][N:16]([C:17]1[CH:22]=[CH:21][CH:20]=[CH:19][CH:18]=1)[CH2:2][CH2:3][CH2:4][CH2:5][CH2:6][O:7][C:8]1[CH:13]=[CH:12][C:11]([OH:14])=[CH:10][CH:9]=1. The catalyst class is: 10. (3) Reactant: [OH:1][CH2:2][C:3]1[C:4]([C:23]2[CH:28]=[CH:27][C:26]([CH3:29])=[CH:25][CH:24]=2)=[C:5]([CH2:14][NH:15][C:16](=[O:22])[O:17][C:18]([CH3:21])([CH3:20])[CH3:19])[C:6]([CH2:10][CH:11]([CH3:13])[CH3:12])=[N:7][C:8]=1[CH3:9].O[C:31]1[CH:40]=[CH:39][C:34]([C:35]([O:37][CH3:38])=[O:36])=[CH:33][CH:32]=1.C1(P(C2C=CC=CC=2)C2C=CC=CC=2)C=CC=CC=1.N(C(OCC)=O)=NC(OCC)=O. Product: [C:18]([O:17][C:16]([NH:15][CH2:14][C:5]1[C:4]([C:23]2[CH:24]=[CH:25][C:26]([CH3:29])=[CH:27][CH:28]=2)=[C:3]([CH2:2][O:1][C:31]2[CH:40]=[CH:39][C:34]([C:35]([O:37][CH3:38])=[O:36])=[CH:33][CH:32]=2)[C:8]([CH3:9])=[N:7][C:6]=1[CH2:10][CH:11]([CH3:13])[CH3:12])=[O:22])([CH3:19])([CH3:20])[CH3:21]. The catalyst class is: 207. (4) Reactant: [F:1][C:2]1[CH:7]=[CH:6][C:5]([F:8])=[CH:4][C:3]=1[C:9](=O)[CH2:10][CH2:11][CH2:12][NH:13]C(=O)OC(C)(C)C.C(O)(C(F)(F)F)=O. Product: [F:1][C:2]1[CH:7]=[CH:6][C:5]([F:8])=[CH:4][C:3]=1[C:9]1[CH2:10][CH2:11][CH2:12][N:13]=1. The catalyst class is: 2. (5) Reactant: [NH2:1][C@H:2]1[CH2:7][CH2:6][C@H:5]([NH2:8])[CH2:4][CH2:3]1.[Cl:9][C:10]1[NH:11][C:12]([NH:19][C:20]2[CH:30]=[CH:29][C:23]([C:24]([O:26][CH2:27][CH3:28])=[O:25])=[CH:22][CH:21]=2)=[C:13]2[C:17]([N:18]=1)=[N:16][CH:15]=[N:14]2. Product: [ClH:9].[ClH:9].[NH2:1][C@H:2]1[CH2:7][CH2:6][C@H:5]([NH:8][C:10]2[NH:11][C:12]([NH:19][C:20]3[CH:21]=[CH:22][C:23]([C:24]([O:26][CH2:27][CH3:28])=[O:25])=[CH:29][CH:30]=3)=[C:13]3[C:17]([N:18]=2)=[N:16][CH:15]=[N:14]3)[CH2:4][CH2:3]1. The catalyst class is: 61. (6) Product: [C:1]([O:5][C:6](=[O:23])[NH:7][C:8]1[C:9]([CH3:22])=[C:10]([Br:21])[C:11]2[O:15][C:14]([CH3:16])([CH3:17])[CH:13]([N:24]3[CH2:28][CH2:27][CH2:26][CH2:25]3)[C:12]=2[C:19]=1[CH3:20])([CH3:3])([CH3:4])[CH3:2]. Reactant: [C:1]([O:5][C:6](=[O:23])[NH:7][C:8]1[C:9]([CH3:22])=[C:10]([Br:21])[C:11]2[O:15][C:14]([CH3:17])([CH3:16])[CH:13](O)[C:12]=2[C:19]=1[CH3:20])([CH3:4])([CH3:3])[CH3:2].[NH:24]1[CH2:28][CH2:27][CH2:26][CH2:25]1. The catalyst class is: 175. (7) Reactant: [O:1]1[CH2:6][CH2:5][CH2:4][CH2:3][CH:2]1[N:7]1[C:11]2[CH:12]=[CH:13][C:14]([C:16]([OH:18])=O)=[CH:15][C:10]=2[N:9]=[CH:8]1.CCN=C=NCCCN(C)C.Cl.C1C=CC2N(O)N=NC=2C=1.Cl.[CH3:42][O:43][NH:44][CH3:45]. Product: [CH3:42][O:43][N:44]([CH3:45])[C:16]([C:14]1[CH:13]=[CH:12][C:11]2[N:7]([CH:2]3[CH2:3][CH2:4][CH2:5][CH2:6][O:1]3)[CH:8]=[N:9][C:10]=2[CH:15]=1)=[O:18]. The catalyst class is: 34. (8) Reactant: [CH2:1]1[CH2:11]O[C:3](=[N+:4]2[CH2:9][CH2:8][N-:7][CH2:6][CH2:5]2)[CH2:2]1.[S:12]([NH2:16])(N)(=[O:14])=[O:13].C1(P(C2CCCCC2)C2C=CC=CC=2C2C(C(C)C)=CC(C(C)C)=CC=2C(C)C)CCCCC1.[C:51](=O)([O-])[O-:52].[Cs+].[Cs+].Cl[C:58]1[CH:63]=[C:62]([O:64][CH3:65])[N:61]=[C:60]([S:66][CH2:67][C:68]2[CH:73]=[CH:72][CH:71]=[C:70]([F:74])[C:69]=2[F:75])[N:59]=1. Product: [F:75][C:69]1[C:70]([F:74])=[CH:71][CH:72]=[CH:73][C:68]=1[CH2:67][S:66][C:60]1[N:59]=[C:58]([NH:16][S:12]([N:7]2[CH2:6][CH2:5][N:4]([CH2:3][CH:2]3[CH2:1][CH2:11][CH2:51][O:52]3)[CH2:9][CH2:8]2)(=[O:14])=[O:13])[CH:63]=[C:62]([O:64][CH3:65])[N:61]=1. The catalyst class is: 102. (9) Reactant: C[O:2][C:3]([C@@H:5]([NH:18][C:19](=[O:36])[O:20][CH2:21][CH2:22][N:23]1[CH2:28][CH2:27][N:26]([C:29]([O:31][C:32]([CH3:35])([CH3:34])[CH3:33])=[O:30])[CH2:25][CH2:24]1)[CH2:6][C:7]1[CH:12]=[CH:11][C:10]([O:13][C:14]([CH3:17])([CH3:16])[CH3:15])=[CH:9][CH:8]=1)=[O:4].O[Li].O. Product: [C:3]([C@@H:5]([NH:18][C:19](=[O:36])[O:20][CH2:21][CH2:22][N:23]1[CH2:28][CH2:27][N:26]([C:29]([O:31][C:32]([CH3:35])([CH3:34])[CH3:33])=[O:30])[CH2:25][CH2:24]1)[CH2:6][C:7]1[CH:12]=[CH:11][C:10]([O:13][C:14]([CH3:15])([CH3:16])[CH3:17])=[CH:9][CH:8]=1)([OH:4])=[O:2]. The catalyst class is: 20. (10) Reactant: C([O:8][C:9](=[O:22])[CH2:10][N:11]([CH2:14][C:15]([O:17][C:18]([CH3:21])([CH3:20])[CH3:19])=[O:16])[CH2:12][CH3:13])C1C=CC=CC=1.[H][H]. Product: [C:18]([O:17][C:15]([CH2:14][N:11]([CH2:10][C:9]([OH:22])=[O:8])[CH2:12][CH3:13])=[O:16])([CH3:19])([CH3:20])[CH3:21]. The catalyst class is: 29.